Predict the product of the given reaction. From a dataset of Forward reaction prediction with 1.9M reactions from USPTO patents (1976-2016). (1) Given the reactants [C:1]([NH:4][NH:5][C:6](=[O:13])[C:7]1[CH:12]=[CH:11][CH:10]=[CH:9][CH:8]=1)(=[O:3])C.[N:14](C(Cl)=O)([CH3:16])[CH3:15], predict the reaction product. The product is: [C:6]([NH:5][NH:4][C:1](=[O:3])[N:14]([CH3:16])[CH3:15])(=[O:13])[C:7]1[CH:12]=[CH:11][CH:10]=[CH:9][CH:8]=1. (2) Given the reactants [OH:1][N:2]1[C:6]2([CH2:11][CH2:10][N:9]([O:12][CH3:13])[CH2:8][CH2:7]2)[C:5]([O:14][C:15](=[O:19])[O:16][CH2:17][CH3:18])=[C:4]([C:20]2[C:25]([CH3:26])=[CH:24][C:23]([CH3:27])=[CH:22][C:21]=2[CH3:28])[C:3]1=[O:29].C(N(CC)CC)C.Cl[C:38]([O:40][CH3:41])=[O:39], predict the reaction product. The product is: [CH3:13][O:12][N:9]1[CH2:10][CH2:11][C:6]2([N:2]([O:1][C:38]([O:40][CH3:41])=[O:39])[C:3](=[O:29])[C:4]([C:20]3[C:21]([CH3:28])=[CH:22][C:23]([CH3:27])=[CH:24][C:25]=3[CH3:26])=[C:5]2[O:14][C:15](=[O:19])[O:16][CH2:17][CH3:18])[CH2:7][CH2:8]1. (3) Given the reactants P(Br)(Br)[Br:2].[CH:5]1[CH:10]=[CH:9][CH:8]=CC=1.[C:11]([OH:15])([CH3:14])([CH3:13])[CH3:12].O.C[O:18][C:19](C)(C)C, predict the reaction product. The product is: [Br:2][CH2:5][CH2:10][CH:9]([CH3:8])[C:19]([O:15][C:11]([CH3:14])([CH3:13])[CH3:12])=[O:18]. (4) Given the reactants [H-].[Na+].[Cl:3][C:4]1[CH:9]=[C:8]([Cl:10])[CH:7]=[CH:6][C:5]=1[N:11]1[C:19]2[CH2:18][CH2:17][N:16]([N:20]3[CH2:25][CH2:24][CH2:23][CH2:22][CH2:21]3)[C:15](=[O:26])[C:14]=2[C:13]([CH3:27])=[C:12]1[C:28]1[CH:35]=[CH:34][C:31]([CH:32]=O)=[CH:30][CH:29]=1.C(OCC)C.[CH2:41]1[CH2:45]O[CH2:43][CH2:42]1, predict the reaction product. The product is: [Cl:3][C:4]1[CH:9]=[C:8]([Cl:10])[CH:7]=[CH:6][C:5]=1[N:11]1[C:19]2[CH2:18][CH2:17][N:16]([N:20]3[CH2:25][CH2:24][CH2:23][CH2:22][CH2:21]3)[C:15](=[O:26])[C:14]=2[C:13]([CH3:27])=[C:12]1[C:28]1[CH:35]=[CH:34][C:31]([CH:32]=[CH:45][CH2:41][CH2:42][CH3:43])=[CH:30][CH:29]=1.